Predict the product of the given reaction. From a dataset of Forward reaction prediction with 1.9M reactions from USPTO patents (1976-2016). (1) The product is: [CH3:16][O:17][C:18]1[CH:23]=[CH:22][C:21]([C@@H:24]([NH:26][C:9](=[O:11])[CH2:8][N:7]2[C:2](=[O:1])[C:3]3[CH:15]=[CH:14][CH:13]=[CH:12][C:4]=3[N:5]=[N:6]2)[CH3:25])=[CH:20][CH:19]=1. Given the reactants [O:1]=[C:2]1[N:7]([CH2:8][C:9]([OH:11])=O)[N:6]=[N:5][C:4]2[CH:12]=[CH:13][CH:14]=[CH:15][C:3]1=2.[CH3:16][O:17][C:18]1[CH:23]=[CH:22][C:21]([C@@H:24]([NH2:26])[CH3:25])=[CH:20][CH:19]=1, predict the reaction product. (2) The product is: [CH3:13][O:14][C:15]1[CH:23]=[C:22]2[C:18]([CH2:19][CH2:20][CH:21]2[NH:24][C:6]2[CH:5]=[CH:4][C:3]3[C:2]([NH:25][CH2:26][C:27]4[CH:28]=[N:29][CH:30]=[CH:31][CH:32]=4)=[CH:11][CH:10]=[CH:9][C:8]=3[N:7]=2)=[CH:17][CH:16]=1. Given the reactants I[C:2]1[CH:11]=[CH:10][CH:9]=[C:8]2[C:3]=1[CH:4]=[CH:5][C:6](Cl)=[N:7]2.[CH3:13][O:14][C:15]1[CH:23]=[C:22]2[C:18]([CH2:19][CH2:20][CH:21]2[NH2:24])=[CH:17][CH:16]=1.[NH2:25][CH2:26][C:27]1[CH:28]=[N:29][CH:30]=[CH:31][CH:32]=1, predict the reaction product. (3) The product is: [CH2:9]([O:8][C:7]1[CH:6]=[CH:5][C:4]([S:11]([NH2:14])(=[O:12])=[O:13])=[CH:3][C:2]=1[N:1]=[C:16]=[S:17])[CH3:10]. Given the reactants [NH2:1][C:2]1[CH:3]=[C:4]([S:11]([NH2:14])(=[O:13])=[O:12])[CH:5]=[CH:6][C:7]=1[O:8][CH2:9][CH3:10].N(C1C=C(S(N)(=O)=O)C=CC=1OC)=[C:16]=[S:17], predict the reaction product. (4) Given the reactants [CH2:1]([O:3][C:4](=[O:39])[CH2:5][CH2:6][CH2:7][O:8][C:9]1[CH:14]=[CH:13][CH:12]=[C:11]([CH2:15][CH2:16][CH2:17][CH2:18][CH2:19][CH2:20][O:21][C:22]2[CH:27]=[C:26]([O:28][CH2:29][CH3:30])[CH:25]=[C:24](Br)[CH:23]=2)[C:10]=1[CH2:32][CH2:33][C:34]([O:36][CH2:37][CH3:38])=[O:35])[CH3:2].[F:40][C:41]1[CH:46]=[CH:45][C:44](B(O)O)=[CH:43][CH:42]=1.C(=O)([O-])[O-].[Cs+].[Cs+], predict the reaction product. The product is: [CH2:1]([O:3][C:4](=[O:39])[CH2:5][CH2:6][CH2:7][O:8][C:9]1[CH:14]=[CH:13][CH:12]=[C:11]([CH2:15][CH2:16][CH2:17][CH2:18][CH2:19][CH2:20][O:21][C:22]2[CH:23]=[C:24]([C:44]3[CH:45]=[CH:46][C:41]([F:40])=[CH:42][CH:43]=3)[CH:25]=[C:26]([O:28][CH2:29][CH3:30])[CH:27]=2)[C:10]=1[CH2:32][CH2:33][C:34]([O:36][CH2:37][CH3:38])=[O:35])[CH3:2]. (5) Given the reactants Cl[C:2]1[N:7]=[C:6](Cl)[CH:5]=[CH:4][N:3]=1.[S:9]1[C:13](B(O)O)=[CH:12][C:11]2[CH:17]=[CH:18][CH:19]=[CH:20][C:10]1=2.[CH2:21]([O:23][C:24]([N:26]1[CH2:31][CH2:30][CH:29]([NH2:32])[CH2:28][CH2:27]1)=[O:25])[CH3:22], predict the reaction product. The product is: [CH2:21]([O:23][C:24]([N:26]1[CH2:27][CH2:28][CH:29]([NH:32][C:2]2[N:7]=[C:6]([C:13]3[S:9][C:10]4[CH:20]=[CH:19][CH:18]=[CH:17][C:11]=4[CH:12]=3)[CH:5]=[CH:4][N:3]=2)[CH2:30][CH2:31]1)=[O:25])[CH3:22].